Dataset: NCI-60 drug combinations with 297,098 pairs across 59 cell lines. Task: Regression. Given two drug SMILES strings and cell line genomic features, predict the synergy score measuring deviation from expected non-interaction effect. (1) Drug 1: CN1CCC(CC1)COC2=C(C=C3C(=C2)N=CN=C3NC4=C(C=C(C=C4)Br)F)OC. Drug 2: COC1=C2C(=CC3=C1OC=C3)C=CC(=O)O2. Cell line: SR. Synergy scores: CSS=-5.10, Synergy_ZIP=0.0702, Synergy_Bliss=-3.57, Synergy_Loewe=-3.55, Synergy_HSA=-4.39. (2) Drug 1: C(CC(=O)O)C(=O)CN.Cl. Drug 2: CC(C)CN1C=NC2=C1C3=CC=CC=C3N=C2N. Cell line: HS 578T. Synergy scores: CSS=18.6, Synergy_ZIP=-6.29, Synergy_Bliss=-4.05, Synergy_Loewe=0.764, Synergy_HSA=0.120.